The task is: Predict the product of the given reaction.. This data is from Forward reaction prediction with 1.9M reactions from USPTO patents (1976-2016). Given the reactants [NH2:1][C:2](=[O:43])[CH2:3][C:4]1[CH:42]=[CH:41][CH:40]=[CH:39][C:5]=1[CH2:6][CH2:7][C:8]1[C:13]([C:14]([F:17])([F:16])[F:15])=[CH:12][N:11]=[C:10]([NH:18][C:19]2[CH:24]=[CH:23][C:22]([CH:25]3[CH2:30][CH2:29][N:28](C(OC(C)(C)C)=O)[CH2:27][CH2:26]3)=[C:21]([F:38])[CH:20]=2)[N:9]=1.C(O)(C(F)(F)F)=O, predict the reaction product. The product is: [F:38][C:21]1[CH:20]=[C:19]([NH:18][C:10]2[N:9]=[C:8]([CH2:7][CH2:6][C:5]3[CH:39]=[CH:40][CH:41]=[CH:42][C:4]=3[CH2:3][C:2]([NH2:1])=[O:43])[C:13]([C:14]([F:17])([F:15])[F:16])=[CH:12][N:11]=2)[CH:24]=[CH:23][C:22]=1[CH:25]1[CH2:26][CH2:27][NH:28][CH2:29][CH2:30]1.